Dataset: Reaction yield outcomes from USPTO patents with 853,638 reactions. Task: Predict the reaction yield, written as a fraction of the theoretical maximum amount of product (1.0 means a 100% yield; for example, 0.34 means a 34% yield). (1) The reactants are Cl.CN(C)CCCN=C=NCC.CN(C=O)C.[CH3:18][N:19]1[C:27]2[C:22](=[CH:23][CH:24]=[CH:25][CH:26]=2)[C:21]([CH3:28])=[C:20]1[C:29]([OH:31])=O.[NH2:32][C@H:33]([C:37]([NH:39][CH:40]([CH:49]([OH:52])[CH2:50][F:51])[CH2:41][C:42]([O:44][C:45]([CH3:48])([CH3:47])[CH3:46])=[O:43])=[O:38])[CH:34]([CH3:36])[CH3:35]. The catalyst is CN(C)C1C=CN=CC=1.C(Cl)Cl. The product is [CH3:18][N:19]1[C:27]2[C:22](=[CH:23][CH:24]=[CH:25][CH:26]=2)[C:21]([CH3:28])=[C:20]1[C:29]([NH:32][C@H:33]([C:37]([NH:39][CH:40]([CH:49]([OH:52])[CH2:50][F:51])[CH2:41][C:42]([O:44][C:45]([CH3:46])([CH3:47])[CH3:48])=[O:43])=[O:38])[CH:34]([CH3:35])[CH3:36])=[O:31]. The yield is 0.560. (2) The reactants are [F:1][C:2]1[CH:3]=[N:4][C:5]2[CH:6]=[C:7]([F:18])[C:8](=[O:17])[N:9]3[CH2:13][C:12]([OH:16])([CH2:14][OH:15])[C:11]=1[C:10]=23.C(N(CC)CC)C.[C:26]1([CH3:36])[CH:31]=[CH:30][C:29]([S:32](Cl)(=[O:34])=[O:33])=[CH:28][CH:27]=1. The catalyst is ClCCl.O1CCCC1.C([Sn](=O)CCCC)CCC. The product is [CH3:36][C:26]1[CH:31]=[CH:30][C:29]([S:32]([O:15][CH2:14][C:12]2([OH:16])[C:11]3=[C:2]([F:1])[CH:3]=[N:4][C:5]4[CH:6]=[C:7]([F:18])[C:8](=[O:17])[N:9]([C:10]=43)[CH2:13]2)(=[O:34])=[O:33])=[CH:28][CH:27]=1. The yield is 1.00.